Task: Predict the reaction yield, written as a fraction of the theoretical maximum amount of product (1.0 means a 100% yield; for example, 0.34 means a 34% yield).. Dataset: Reaction yield outcomes from USPTO patents with 853,638 reactions (1) The reactants are [O:1]1[C:5]2=[N:6][CH:7]=[CH:8][CH:9]=[C:4]2[CH2:3][C:2]21[CH:14]1[CH2:15][CH2:16][N:11]([CH2:12][CH2:13]1)[CH2:10]2.C([O-])(=O)C.[Na+].[Br:22]Br.C(=O)([O-])[O-].[Na+].[Na+]. The catalyst is C(O)(=O)C. The product is [Br:22][C:8]1[CH:9]=[C:4]2[CH2:3][C:2]3([CH:14]4[CH2:13][CH2:12][N:11]([CH2:16][CH2:15]4)[CH2:10]3)[O:1][C:5]2=[N:6][CH:7]=1. The yield is 0.810. (2) The catalyst is C(Cl)Cl.C1C=CC([P]([Pd]([P](C2C=CC=CC=2)(C2C=CC=CC=2)C2C=CC=CC=2)([P](C2C=CC=CC=2)(C2C=CC=CC=2)C2C=CC=CC=2)[P](C2C=CC=CC=2)(C2C=CC=CC=2)C2C=CC=CC=2)(C2C=CC=CC=2)C2C=CC=CC=2)=CC=1.O. The reactants are [NH2:1][C:2](=[O:18])[CH2:3][O:4][C:5]1[C:14](Br)=[CH:13][C:8]([C:9]([O:11][CH3:12])=[O:10])=[C:7]([O:16][CH3:17])[CH:6]=1.O1CCOCC1.[F:25][C:26]1[CH:31]=[CH:30][C:29]([C:32]2[O:33][C:34]3[CH:44]=[CH:43][C:42](B4OC(C)(C)C(C)(C)O4)=[CH:41][C:35]=3[C:36]=2[C:37]([NH:39][CH3:40])=[O:38])=[CH:28][CH:27]=1.C(=O)([O-])[O-].[Cs+].[Cs+]. The product is [NH2:1][C:2](=[O:18])[CH2:3][O:4][C:5]1[C:14]([C:42]2[CH:43]=[CH:44][C:34]3[O:33][C:32]([C:29]4[CH:28]=[CH:27][C:26]([F:25])=[CH:31][CH:30]=4)=[C:36]([C:37](=[O:38])[NH:39][CH3:40])[C:35]=3[CH:41]=2)=[CH:13][C:8]([C:9]([O:11][CH3:12])=[O:10])=[C:7]([O:16][CH3:17])[CH:6]=1. The yield is 0.300. (3) The reactants are [C:1]1([C:7]2[N:8]=[C:9]([CH2:12][C:13]#[N:14])[S:10][CH:11]=2)[CH:6]=[CH:5][CH:4]=[CH:3][CH:2]=1.[H-].[Na+].Br[CH2:18][CH2:19][O:20][CH2:21][CH2:22]Br. The catalyst is C1COCC1. The product is [C:1]1([C:7]2[N:8]=[C:9]([C:12]3([C:13]#[N:14])[CH2:22][CH2:21][O:20][CH2:19][CH2:18]3)[S:10][CH:11]=2)[CH:2]=[CH:3][CH:4]=[CH:5][CH:6]=1. The yield is 0.850. (4) The reactants are Br[CH2:2][C:3]([NH:5][C:6]1[CH:11]=[CH:10][CH:9]=[CH:8][CH:7]=1)=[O:4].[NH2:12][C:13]1[CH:18]=[CH:17][C:16]([CH3:19])=[CH:15][CH:14]=1.[O-]P([O-])([O-])=O.[K+].[K+].[K+]. The catalyst is C1C=CC(/C=C/C(/C=C/C2C=CC=CC=2)=O)=CC=1.C1C=CC(/C=C/C(/C=C/C2C=CC=CC=2)=O)=CC=1.C1C=CC(/C=C/C(/C=C/C2C=CC=CC=2)=O)=CC=1.[Pd].[Pd].C1(P(C2CCCCC2)C2C=CC=CC=2C2C(C(C)C)=CC(C(C)C)=CC=2C(C)C)CCCCC1. The product is [C:16]1([CH3:19])[CH:17]=[CH:18][C:13]([NH:12][C:7]2[CH:8]=[CH:9][CH:10]=[CH:11][C:6]=2[NH:5][C:3](=[O:4])[CH3:2])=[CH:14][CH:15]=1. The yield is 0.890. (5) The reactants are [Br:1][C:2]1[N:3]=[C:4]([NH:15][CH2:16][CH2:17][CH:18]2[CH2:23][CH2:22][O:21][CH2:20][CH2:19]2)[C:5]([NH:8][CH2:9][C:10](OCC)=[O:11])=[N:6][CH:7]=1.Cl. The catalyst is C(O)C. The product is [Br:1][C:2]1[N:3]=[C:4]2[N:15]([CH2:16][CH2:17][CH:18]3[CH2:23][CH2:22][O:21][CH2:20][CH2:19]3)[C:10](=[O:11])[CH2:9][NH:8][C:5]2=[N:6][CH:7]=1. The yield is 1.00.